This data is from Forward reaction prediction with 1.9M reactions from USPTO patents (1976-2016). The task is: Predict the product of the given reaction. (1) The product is: [F:20][CH:8]([C:4]1[CH:5]=[CH:6][CH:7]=[C:2]([I:1])[CH:3]=1)[CH2:9][CH2:10][CH:11]=[CH2:12]. Given the reactants [I:1][C:2]1[CH:3]=[C:4]([CH:8](O)[CH2:9][CH2:10][CH:11]=[CH2:12])[CH:5]=[CH:6][CH:7]=1.CCN(S(F)(F)[F:20])CC, predict the reaction product. (2) The product is: [S:1]1[CH2:5][CH2:4][C@H:3]([CH2:6][CH2:7][CH2:8][CH2:9][C:10]([NH:12][C:13]2[CH:14]=[CH:15][C:16]([OH:23])=[C:17]([CH:22]=2)[C:18]([OH:20])=[O:19])=[O:11])[S:2]1. Given the reactants [S:1]1[CH2:5][CH2:4][C@H:3]([CH2:6][CH2:7][CH2:8][CH2:9][C:10]([NH:12][C:13]2[CH:14]=[CH:15][C:16]([OH:23])=[C:17]([CH:22]=2)[C:18]([O:20]C)=[O:19])=[O:11])[S:2]1.[OH-].[Na+], predict the reaction product. (3) Given the reactants [CH2:1]([O:3][C:4]1[N:5]=[CH:6][C:7]([C:10]([O:12]CC)=[O:11])=[N:8][CH:9]=1)[CH3:2].O.O.[OH-].[Li+].C([O-])(O)=O.[Na+], predict the reaction product. The product is: [CH2:1]([O:3][C:4]1[N:5]=[CH:6][C:7]([C:10]([OH:12])=[O:11])=[N:8][CH:9]=1)[CH3:2]. (4) The product is: [CH2:15]([N:6]1[C:7]2[C:3](=[C:2]([CH3:1])[CH:10]=[CH:9][CH:8]=2)[C:4]([CH:11]=[O:12])=[CH:5]1)[CH3:16]. Given the reactants [CH3:1][C:2]1[CH:10]=[CH:9][CH:8]=[C:7]2[C:3]=1[C:4]([CH:11]=[O:12])=[CH:5][NH:6]2.[H-].[Na+].[CH2:15](I)[CH3:16], predict the reaction product.